Task: Predict the reactants needed to synthesize the given product.. Dataset: Full USPTO retrosynthesis dataset with 1.9M reactions from patents (1976-2016) (1) Given the product [OH:12][C:5]1[C:4]2[C:9](=[CH:10][CH:11]=[C:2](/[CH:15]=[CH:14]/[C:13]#[N:16])[CH:3]=2)[N:8]=[CH:7][CH:6]=1, predict the reactants needed to synthesize it. The reactants are: Br[C:2]1[CH:3]=[C:4]2[C:9](=[CH:10][CH:11]=1)[N:8]=[CH:7][CH:6]=[C:5]2[OH:12].[C:13](#[N:16])[CH:14]=[CH2:15].C(N(CC)CC)C.C1(P(C2C=CC=CC=2)C2C=CC=CC=2)C=CC=CC=1. (2) Given the product [N:11]1([C:9]2[N:8]=[C:7]3[C:3]([NH:4][CH:5]=[N:6]3)=[CH:2][N:10]=2)[CH2:16][CH2:15][NH:14][CH2:13][CH2:12]1, predict the reactants needed to synthesize it. The reactants are: Cl[C:2]1[N:10]=[CH:9][N:8]=[C:7]2[C:3]=1[NH:4][CH:5]=[N:6]2.[NH:11]1[CH2:16][CH2:15][NH:14][CH2:13][CH2:12]1. (3) Given the product [Cl:19][C:20]1[CH:27]=[CH:26][C:23]([CH2:24][N:9]2[C:10]([CH2:12][CH2:13][C:14]([O:16][CH2:17][CH3:18])=[O:15])=[CH:11][C:7]([O:6][CH:3]([CH3:5])[CH3:4])=[N:8]2)=[C:22]([O:28][CH3:29])[CH:21]=1, predict the reactants needed to synthesize it. The reactants are: [H-].[Na+].[CH:3]([O:6][C:7]1[CH:11]=[C:10]([CH2:12][CH2:13][C:14]([O:16][CH2:17][CH3:18])=[O:15])[NH:9][N:8]=1)([CH3:5])[CH3:4].[Cl:19][C:20]1[CH:27]=[CH:26][C:23]([CH2:24]Cl)=[C:22]([O:28][CH3:29])[CH:21]=1.O. (4) Given the product [CH3:26][C:23]1[N:22]=[C:21]([C:27]([O:29][CH3:30])=[O:28])[C:20]([C:6]2[S:7][CH:8]=[CH:9][N:10]=2)=[CH:25][CH:24]=1, predict the reactants needed to synthesize it. The reactants are: C([Sn](CCCC)(CCCC)[C:6]1[S:7][CH:8]=[CH:9][N:10]=1)CCC.I[C:20]1[C:21]([C:27]([O:29][CH3:30])=[O:28])=[N:22][C:23]([CH3:26])=[CH:24][CH:25]=1. (5) Given the product [CH2:15]([NH:22][C:9]([C:7]1[NH:6][C:5]2[CH:13]=[CH:14][C:2]([Cl:1])=[CH:3][C:4]=2[N:8]=1)=[O:24])[C:16]1[CH:21]=[CH:20][CH:19]=[CH:18][CH:17]=1, predict the reactants needed to synthesize it. The reactants are: [Cl:1][C:2]1[CH:14]=[CH:13][C:5]2[NH:6][C:7]([C:9](Cl)(Cl)Cl)=[N:8][C:4]=2[CH:3]=1.[CH2:15]([NH2:22])[C:16]1[CH:21]=[CH:20][CH:19]=[CH:18][CH:17]=1.C([O-])(O)=[O:24].[Na+]. (6) Given the product [C:22]([O-:27])(=[O:29])[CH3:23].[NH4+:4].[Cl:1][C:2]1[C:3]2[N:4]([C:22]([CH2:23][CH:24]([CH3:26])[CH3:25])=[N:21][N:20]=2)[N:5]=[CH:6][C:7]=1[N:8]1[CH2:13][CH2:12][CH:11]([C:14]2[CH:19]=[CH:18][CH:17]=[CH:16][CH:15]=2)[CH2:10][CH2:9]1, predict the reactants needed to synthesize it. The reactants are: [Cl:1][C:2]1[C:7]([N:8]2[CH2:13][CH2:12][CH:11]([C:14]3[CH:19]=[CH:18][CH:17]=[CH:16][CH:15]=3)[CH2:10][CH2:9]2)=[CH:6][N:5]=[N:4][C:3]=1[NH:20][NH:21][C:22](=[O:27])[CH2:23][CH:24]([CH3:26])[CH3:25].P(Cl)(Cl)(Cl)=[O:29].